Task: Predict the reaction yield, written as a fraction of the theoretical maximum amount of product (1.0 means a 100% yield; for example, 0.34 means a 34% yield).. Dataset: Reaction yield outcomes from USPTO patents with 853,638 reactions (1) The reactants are [CH:1]([C:4]1[C:12]([CH:13]=[O:14])=[C:7]2[CH:8]=[CH:9][CH:10]=[CH:11][N:6]2[N:5]=1)([CH3:3])[CH3:2].[Mn]([O-])(=O)(=O)=[O:16].[K+].[OH-].[K+]. The catalyst is C1COCC1.O. The product is [CH:1]([C:4]1[C:12]([C:13]([OH:16])=[O:14])=[C:7]2[CH:8]=[CH:9][CH:10]=[CH:11][N:6]2[N:5]=1)([CH3:3])[CH3:2]. The yield is 0.600. (2) The reactants are [O:1]1[C:6]2[CH:7]=[CH:8][C:9]([CH2:11][C:12]([OH:14])=O)=[CH:10][C:5]=2[O:4][CH2:3][CH2:2]1.[Cl:15][C:16]1[CH:22]=[CH:21][C:19]([OH:20])=[CH:18][C:17]=1[OH:23].B(F)(F)F.CCOCC. No catalyst specified. The product is [Cl:15][C:16]1[C:17]([OH:23])=[CH:18][C:19]([OH:20])=[C:21]([C:12](=[O:14])[CH2:11][C:9]2[CH:8]=[CH:7][C:6]3[O:1][CH2:2][CH2:3][O:4][C:5]=3[CH:10]=2)[CH:22]=1. The yield is 0.683.